This data is from Full USPTO retrosynthesis dataset with 1.9M reactions from patents (1976-2016). The task is: Predict the reactants needed to synthesize the given product. (1) The reactants are: [C:1]([C:4](=[C:8]([C:16]1[CH:21]=[CH:20][CH:19]=[C:18]([Cl:22])[CH:17]=1)[C:9]1[CH:14]=[CH:13][CH:12]=[C:11]([Cl:15])[CH:10]=1)C(O)=O)(=[O:3])[NH2:2].[Cl-].[Li+].O.C(OCC)(=O)C. Given the product [Cl:15][C:11]1[CH:10]=[C:9]([CH:8]([C:16]2[CH:21]=[CH:20][CH:19]=[C:18]([Cl:22])[CH:17]=2)[CH2:4][C:1]([NH2:2])=[O:3])[CH:14]=[CH:13][CH:12]=1, predict the reactants needed to synthesize it. (2) Given the product [OH:36][CH2:35][CH2:34][O:33][C:24]1[N:23]=[CH:22][C:21]([C:3]2[CH:4]=[C:5]([NH:8][C:9](=[O:20])[C:10]3[CH:15]=[CH:14][CH:13]=[C:12]([C:16]([F:18])([F:19])[F:17])[CH:11]=3)[CH:6]=[CH:7][C:2]=2[CH3:1])=[CH:26][C:25]=1[N:27]1[CH2:32][CH2:31][O:30][CH2:29][CH2:28]1, predict the reactants needed to synthesize it. The reactants are: [CH3:1][C:2]1[CH:7]=[CH:6][C:5]([NH:8][C:9](=[O:20])[C:10]2[CH:15]=[CH:14][CH:13]=[C:12]([C:16]([F:19])([F:18])[F:17])[CH:11]=2)=[CH:4][C:3]=1[C:21]1[CH:22]=[N:23][C:24]([O:33][CH2:34][CH2:35][O:36]C2CCCCO2)=[C:25]([N:27]2[CH2:32][CH2:31][O:30][CH2:29][CH2:28]2)[CH:26]=1.Cl.C(#N)C.O.[NH4+].[OH-]. (3) Given the product [C:19]([C:21]1[CH:22]=[C:23]([CH:28]=[C:29]([O:31][C:32]2[CH:37]=[N:36][CH:35]=[N:34][CH:33]=2)[CH:30]=1)[C:24]([NH:8][C:5]1[CH:4]=[CH:3][C:2]([F:1])=[CH:7][N:6]=1)=[O:25])#[N:20], predict the reactants needed to synthesize it. The reactants are: [F:1][C:2]1[CH:3]=[CH:4][C:5]([NH2:8])=[N:6][CH:7]=1.C[Si]([N-][Si](C)(C)C)(C)C.[K+].[C:19]([C:21]1[CH:22]=[C:23]([CH:28]=[C:29]([O:31][C:32]2[CH:33]=[N:34][CH:35]=[N:36][CH:37]=2)[CH:30]=1)[C:24](OC)=[O:25])#[N:20]. (4) Given the product [C:26]1([C:17]2[CH:18]=[CH:19][CH:20]=[CH:21][CH:22]=2)[CH:27]=[CH:28][C:29]([C:6]([N:8]2[CH2:15][C:14](=[CH2:16])[CH2:13][C@H:9]2[C:10]([NH:38][CH2:37][C:36]2[CH:39]=[CH:40][C:41]([O:42][CH3:43])=[C:34]([O:33][CH3:32])[CH:35]=2)=[O:12])=[O:7])=[CH:30][CH:31]=1, predict the reactants needed to synthesize it. The reactants are: C(O[C:6]([N:8]1[CH2:15][C:14](=[CH2:16])[CH2:13][C@H:9]1[C:10]([OH:12])=O)=[O:7])(C)(C)C.[C:17]1([C:26]2[CH:31]=[CH:30][CH:29]=[CH:28][CH:27]=2)[CH:22]=[CH:21][C:20](C(Cl)=O)=[CH:19][CH:18]=1.[CH3:32][O:33][C:34]1[CH:35]=[C:36]([CH:39]=[CH:40][C:41]=1[O:42][CH3:43])[CH2:37][NH2:38]. (5) Given the product [NH2:9][C:10]1[CH:11]=[C:12]([C:16]2[CH2:17][C@@H:18]3[N:24]([CH:25]=2)[C:23](=[O:26])[C:22]2[CH:27]=[C:28]([O:70][CH3:71])[C:29]([O:31][CH2:32][CH2:33][CH2:34][O:35][C:36]4[C:67]([O:68][CH3:69])=[CH:66][C:39]5[C:40](=[O:65])[N:41]6[CH:56]=[C:55]([C:57]7[CH:62]=[CH:61][C:60]([O:63][CH3:64])=[CH:59][CH:58]=7)[CH2:54][C@H:42]6[CH:43]=[N:44][C:38]=5[CH:37]=4)=[CH:30][C:21]=2[N:20]=[CH:19]3)[CH:13]=[CH:14][CH:15]=1, predict the reactants needed to synthesize it. The reactants are: [Li+].[B-](CC)(CC)CC.[NH2:9][C:10]1[CH:11]=[C:12]([C:16]2[CH2:17][C@@H:18]3[N:24]([CH:25]=2)[C:23](=[O:26])[C:22]2[CH:27]=[C:28]([O:70][CH3:71])[C:29]([O:31][CH2:32][CH2:33][CH2:34][O:35][C:36]4[C:67]([O:68][CH3:69])=[CH:66][C:39]5[C:40](=[O:65])[N:41]6[CH:56]=[C:55]([C:57]7[CH:62]=[CH:61][C:60]([O:63][CH3:64])=[CH:59][CH:58]=7)[CH2:54][C@H:42]6[C:43](=O)[N:44](COCC[Si](C)(C)C)[C:38]=5[CH:37]=4)=[CH:30][C:21]=2[N:20](COCC[Si](C)(C)C)[C:19]3=O)[CH:13]=[CH:14][CH:15]=1.